This data is from TCR-epitope binding with 47,182 pairs between 192 epitopes and 23,139 TCRs. The task is: Binary Classification. Given a T-cell receptor sequence (or CDR3 region) and an epitope sequence, predict whether binding occurs between them. (1) The epitope is TSNQVAVLY. The TCR CDR3 sequence is CASSTWTVNTEAFF. Result: 0 (the TCR does not bind to the epitope). (2) The epitope is KLGGALQAK. The TCR CDR3 sequence is CASSFPLAGTLMNEQFF. Result: 1 (the TCR binds to the epitope). (3) The epitope is SSNVANYQK. The TCR CDR3 sequence is CASSYSHPALGTGELFF. Result: 0 (the TCR does not bind to the epitope). (4) The epitope is AMFWSVPTV. The TCR CDR3 sequence is CASSPTPSGLWWELFF. Result: 1 (the TCR binds to the epitope). (5) The epitope is PROT_97E67BCC. The TCR CDR3 sequence is CASSQREYNEQFF. Result: 0 (the TCR does not bind to the epitope).